This data is from Reaction yield outcomes from USPTO patents with 853,638 reactions. The task is: Predict the reaction yield, written as a fraction of the theoretical maximum amount of product (1.0 means a 100% yield; for example, 0.34 means a 34% yield). (1) The reactants are [CH3:1][C@@H:2]1[C:11]2[N:10]=[C:9]([N:12]3[CH2:17][CH2:16][O:15][CH2:14][C@H:13]3[CH3:18])[CH:8]=[CH:7][C:6]=2[CH2:5][N:4](C(OC(C)(C)C)=O)[CH2:3]1.C(OCC)(=O)C.[ClH:32]. No catalyst specified. The product is [ClH:32].[CH3:1][C@@H:2]1[C:11]2[N:10]=[C:9]([N:12]3[CH2:17][CH2:16][O:15][CH2:14][C@H:13]3[CH3:18])[CH:8]=[CH:7][C:6]=2[CH2:5][NH:4][CH2:3]1. The yield is 0.820. (2) The reactants are [OH:1][C:2]1[CH:3]=[CH:4][CH:5]=[C:6]2[C:11]=1[CH2:10][C:9](=O)[CH2:8][CH2:7]2.[N+:13]([C:16]1[CH:21]=[CH:20][CH:19]=[CH:18][C:17]=1[S:22]([N:25]([CH2:35][C:36]1[CH:41]=[CH:40][CH:39]=[CH:38][N:37]=1)[CH2:26][C:27]1[CH:32]=[CH:31][C:30]([CH2:33][NH2:34])=[CH:29][CH:28]=1)(=[O:24])=[O:23])([O-:15])=[O:14].[BH-](OC(C)=O)(OC(C)=O)OC(C)=O.[Na+]. The catalyst is C(Cl)Cl.C(O)(=O)C. The product is [N+:13]([C:16]1[CH:21]=[CH:20][CH:19]=[CH:18][C:17]=1[S:22]([N:25]([CH2:35][C:36]1[CH:41]=[CH:40][CH:39]=[CH:38][N:37]=1)[CH2:26][C:27]1[CH:32]=[CH:31][C:30]([CH2:33][NH:34][CH:9]2[CH2:8][CH2:7][C:6]3[C:11](=[C:2]([OH:1])[CH:3]=[CH:4][CH:5]=3)[CH2:10]2)=[CH:29][CH:28]=1)(=[O:23])=[O:24])([O-:15])=[O:14]. The yield is 1.00. (3) The reactants are [Br:1][C:2]1[CH:8]=[CH:7][C:5]([NH2:6])=[C:4]([O:9][CH3:10])[C:3]=1[F:11].B1([O-])OO1.[OH2:16].[OH2:17].O.O.[Na+].O. The catalyst is C(O)(C(F)(F)F)=O.C(O)(=O)C. The product is [Br:1][C:2]1[CH:8]=[CH:7][C:5]([N+:6]([O-:17])=[O:16])=[C:4]([O:9][CH3:10])[C:3]=1[F:11]. The yield is 0.400. (4) The reactants are [N+:1]([C:4]1[CH:5]=[C:6]([C:11]([F:14])([F:13])[F:12])[C:7](O)=[N:8][CH:9]=1)([O-:3])=[O:2].O=S(Cl)[Cl:17].CN(C=O)C. No catalyst specified. The yield is 0.735. The product is [Cl:17][C:7]1[C:6]([C:11]([F:14])([F:13])[F:12])=[CH:5][C:4]([N+:1]([O-:3])=[O:2])=[CH:9][N:8]=1. (5) The reactants are Cl[C:2]1[CH:16]=[CH:15][C:5]2[C:6](=[O:14])[NH:7][C:8]3[C:13]([C:4]=2[CH:3]=1)=[CH:12][CH:11]=[CH:10][N:9]=3.[CH3:17][O:18][CH2:19][CH2:20][NH2:21].[CH:22]1(P(C2CCCCC2)C2C=CC=CC=2C2C(C(C)C)=CC(C(C)C)=CC=2C(C)C)CCCCC1.CC(C)([O-])C.[Na+]. The catalyst is O1CCOCC1.C([O-])(=O)C.[Pd+2].C([O-])(=O)C. The product is [N:21]1([C:2]2[CH:16]=[CH:15][C:5]3[C:6](=[O:14])[NH:7][C:8]4[C:13]([C:4]=3[CH:3]=2)=[CH:12][CH:11]=[CH:10][N:9]=4)[CH2:22][CH2:17][O:18][CH2:19][CH2:20]1. The yield is 0.340.